From a dataset of Forward reaction prediction with 1.9M reactions from USPTO patents (1976-2016). Predict the product of the given reaction. (1) Given the reactants [NH2:1][C:2]1[CH:7]=[CH:6][N:5]=[C:4]([C:8]([C:10]2[C:14]3[CH:15]=[N:16][CH:17]=[CH:18][C:13]=3[N:12]([C:19]([CH3:30])([CH3:29])[CH2:20][O:21][Si](C(C)(C)C)(C)C)[CH:11]=2)=[O:9])[CH:3]=1.[F:31][C:32]([F:44])([F:43])[C:33]1[CH:38]=[CH:37][C:36]([CH2:39][C:40](O)=[O:41])=[CH:35][CH:34]=1, predict the reaction product. The product is: [OH:21][CH2:20][C:19]([N:12]1[C:13]2[CH:18]=[CH:17][N:16]=[CH:15][C:14]=2[C:10]([C:8]([C:4]2[CH:3]=[C:2]([NH:1][C:40](=[O:41])[CH2:39][C:36]3[CH:35]=[CH:34][C:33]([C:32]([F:43])([F:31])[F:44])=[CH:38][CH:37]=3)[CH:7]=[CH:6][N:5]=2)=[O:9])=[CH:11]1)([CH3:30])[CH3:29]. (2) The product is: [C:12]([C:11]1[CH:14]=[C:7]([C:5]2[S:6][C:2]([C:26]3[C:21]([CH2:19][CH3:20])=[C:22]([CH2:36][CH2:37][CH2:38][C:39]([O:41][CH2:42][CH3:43])=[O:40])[CH:23]=[CH:24][CH:25]=3)=[CH:3][N:4]=2)[CH:8]=[CH:9][C:10]=1[O:15][CH:16]([CH3:18])[CH3:17])#[N:13]. Given the reactants Br[C:2]1[S:6][C:5]([C:7]2[CH:8]=[CH:9][C:10]([O:15][CH:16]([CH3:18])[CH3:17])=[C:11]([CH:14]=2)[C:12]#[N:13])=[N:4][CH:3]=1.[CH2:19]([C:21]1[C:26](B2OC(C)(C)C(C)(C)O2)=[CH:25][CH:24]=[CH:23][C:22]=1[CH2:36][CH2:37][CH2:38][C:39]([O:41][CH2:42][CH3:43])=[O:40])[CH3:20].P([O-])([O-])([O-])=O.[K+].[K+].[K+].O, predict the reaction product.